From a dataset of Reaction yield outcomes from USPTO patents with 853,638 reactions. Predict the reaction yield, written as a fraction of the theoretical maximum amount of product (1.0 means a 100% yield; for example, 0.34 means a 34% yield). (1) The reactants are [C:1]1(B(O)O)[CH:6]=[CH:5][CH:4]=[CH:3][CH:2]=1.C(O[C:14]1[C:15](OC(=O)C)=[C:16]([I:20])[CH:17]=[CH:18][CH:19]=1)(=O)C.[F:25][B-:26]([F:29])([F:28])[F:27].[Na+]. The catalyst is C(Cl)Cl. The product is [F:25][B-:26]([F:29])([F:28])[F:27].[C:1]1([I+:20][C:16]2[CH:17]=[CH:18][CH:19]=[CH:14][CH:15]=2)[CH:6]=[CH:5][CH:4]=[CH:3][CH:2]=1. The yield is 0.935. (2) The reactants are [C:1]1([CH2:7][CH2:8][CH2:9][CH2:10][OH:11])[CH:6]=[CH:5][CH:4]=[CH:3][CH:2]=1.CC(OI1(OC(C)=O)(OC(C)=O)OC(=O)C2C=CC=CC1=2)=O. The catalyst is C(Cl)Cl. The product is [C:1]1([CH2:7][CH2:8][CH2:9][CH:10]=[O:11])[CH:6]=[CH:5][CH:4]=[CH:3][CH:2]=1. The yield is 0.610. (3) The reactants are [N+:1]([C:4]1[CH:13]=[C:12]2[C:7]([CH2:8][CH2:9][C:10](=O)[CH2:11]2)=[CH:6][CH:5]=1)([O-:3])=[O:2].[CH2:15]([NH2:18])[C:16]#[CH:17]. No catalyst specified. The product is [N+:1]([C:4]1[CH:5]=[CH:6][C:7]2[CH2:8][CH2:9][C:10]3[N:18]=[CH:15][CH:16]=[CH:17][C:11]=3[C:12]=2[CH:13]=1)([O-:3])=[O:2]. The yield is 0.410. (4) The reactants are [H-].[Al+3].[Li+].[H-].[H-].[H-].[CH2:7]([O:11][CH2:12][C:13]1[CH:20]=[CH:19][C:16]([C:17]#[N:18])=[CH:15][CH:14]=1)[CH2:8][CH2:9][CH3:10].N. The catalyst is O1CCCC1. The product is [CH2:7]([O:11][CH2:12][C:13]1[CH:14]=[CH:15][C:16]([CH2:17][NH2:18])=[CH:19][CH:20]=1)[CH2:8][CH2:9][CH3:10]. The yield is 1.01.